Dataset: Forward reaction prediction with 1.9M reactions from USPTO patents (1976-2016). Task: Predict the product of the given reaction. (1) Given the reactants [I:1][C:2]1[CH:3]=[C:4]([C:8]2[O:12][C:11]([CH:13]=O)=[CH:10][CH:9]=2)[CH:5]=[CH:6][CH:7]=1.[CH2:15]([O:17][C:18](=[O:27])[CH2:19][N:20]1[C:24](=[O:25])[CH2:23][S:22][C:21]1=[S:26])[CH3:16].N1CCCCC1, predict the reaction product. The product is: [CH2:15]([O:17][C:18](=[O:27])[CH2:19][N:20]1[C:24](=[O:25])/[C:23](=[CH:13]/[C:11]2[O:12][C:8]([C:4]3[CH:5]=[CH:6][CH:7]=[C:2]([I:1])[CH:3]=3)=[CH:9][CH:10]=2)/[S:22][C:21]1=[S:26])[CH3:16]. (2) Given the reactants [CH:1]([C:3]1[CH:12]=[CH:11][C:6]([C:7]([O:9][CH3:10])=[O:8])=[CH:5][CH:4]=1)=O.C[Si](C)(C)CCOCN1C=CN=C1C=O.[NH2:28][CH2:29][CH2:30][CH2:31][CH2:32][NH:33][C:34](=[O:40])[O:35][C:36]([CH3:39])([CH3:38])[CH3:37], predict the reaction product. The product is: [C:36]([O:35][C:34]([NH:33][CH2:32][CH2:31][CH2:30][CH2:29][NH:28][CH2:1][C:3]1[CH:12]=[CH:11][C:6]([C:7]([O:9][CH3:10])=[O:8])=[CH:5][CH:4]=1)=[O:40])([CH3:39])([CH3:38])[CH3:37]. (3) Given the reactants [NH2:1][CH2:2][CH:3]([C:5]1[CH:9]=[CH:8][S:7][CH:6]=1)[OH:4].[CH3:10][C:11]([O:14][C:15](O[C:15]([O:14][C:11]([CH3:13])([CH3:12])[CH3:10])=[O:16])=[O:16])([CH3:13])[CH3:12], predict the reaction product. The product is: [C:11]([O:14][C:15](=[O:16])[NH:1][CH2:2][CH:3]([OH:4])[C:5]1[CH:9]=[CH:8][S:7][CH:6]=1)([CH3:13])([CH3:12])[CH3:10]. (4) Given the reactants [H-].[Na+].[H][H].O1[CH:7]([CH2:8][CH2:9][CH2:10][CH3:11])[CH2:6]1.[OH-:12].[Na+].COCCO[CH2:19][CH2:20][O:21]C, predict the reaction product. The product is: [CH2:8]([CH:7]1[CH2:6][CH:19]1[C:20]([OH:21])=[O:12])[CH2:9][CH2:10][CH3:11]. (5) Given the reactants Cl[C:2]1[C:7]([N+:8]([O-:10])=[O:9])=[CH:6][CH:5]=[C:4]([Cl:11])[N:3]=1.[S:12]1[CH2:17][CH2:16][CH:15]([NH2:18])[CH2:14][CH2:13]1.CCN(C(C)C)C(C)C, predict the reaction product. The product is: [Cl:11][C:4]1[N:3]=[C:2]([NH:18][CH:15]2[CH2:16][CH2:17][S:12][CH2:13][CH2:14]2)[C:7]([N+:8]([O-:10])=[O:9])=[CH:6][CH:5]=1.